Dataset: Catalyst prediction with 721,799 reactions and 888 catalyst types from USPTO. Task: Predict which catalyst facilitates the given reaction. (1) Reactant: C[O:2][C:3]([C@H:5]1[CH2:9][CH2:8][CH2:7][N:6]1[C:10]([C:12]1[N:20]2[C:15]([CH2:16][O:17][CH2:18][CH2:19]2)=[C:14]([C:21](=[O:32])[NH:22][C@@H:23]([C:26]2[CH:31]=[CH:30][CH:29]=[CH:28][CH:27]=2)[CH2:24][CH3:25])[CH:13]=1)=[O:11])=[O:4].COC(C1CCCN1C(C1N2C(COCC2)=C(C(=O)N[C@@H](C2C=CC=CC=2)CC)C=1)=O)=O.[OH-].[Na+].Cl. Product: [C:26]1([C@H:23]([NH:22][C:21]([C:14]2[CH:13]=[C:12]([C:10]([N:6]3[CH2:7][CH2:8][CH2:9][C@@H:5]3[C:3]([OH:4])=[O:2])=[O:11])[N:20]3[CH2:19][CH2:18][O:17][CH2:16][C:15]=23)=[O:32])[CH2:24][CH3:25])[CH:31]=[CH:30][CH:29]=[CH:28][CH:27]=1. The catalyst class is: 30. (2) Reactant: Cl.[O:2]([C:4]1[CH:13]=[C:12]2[C:7]([CH:8]=[CH:9][CH:10]=[C:11]2[CH2:14][CH2:15][NH2:16])=[CH:6][CH:5]=1)[CH3:3].[C:17]([O-])(=[O:19])[CH3:18].[Na+].C(OC(=O)C)(=O)C.O. Product: [CH3:3][O:2][C:4]1[CH:13]=[C:12]2[C:7]([CH:8]=[CH:9][CH:10]=[C:11]2[CH2:14][CH2:15][NH:16][C:17](=[O:19])[CH3:18])=[CH:6][CH:5]=1. The catalyst class is: 8. (3) Reactant: [CH3:1][CH:2]([CH3:32])[CH2:3][C@H:4]([NH:21][C:22]1[CH:31]=[CH:30][C:25]([C:26]([O:28]C)=[O:27])=[CH:24][N:23]=1)[C:5]1[CH:10]=[CH:9][C:8]([C:11]2[CH:16]=[CH:15][C:14]([C:17]([F:20])([F:19])[F:18])=[CH:13][N:12]=2)=[CH:7][CH:6]=1.O1CCCC1.[OH-].[Li+]. Product: [CH3:1][CH:2]([CH3:32])[CH2:3][C@H:4]([NH:21][C:22]1[CH:31]=[CH:30][C:25]([C:26]([OH:28])=[O:27])=[CH:24][N:23]=1)[C:5]1[CH:6]=[CH:7][C:8]([C:11]2[CH:16]=[CH:15][C:14]([C:17]([F:20])([F:18])[F:19])=[CH:13][N:12]=2)=[CH:9][CH:10]=1. The catalyst class is: 5. (4) Reactant: C(OC([NH:8][C@H:9]1[CH2:15][CH2:14][C@@H:13]([O:16][C:17]([CH:19]2[CH2:24][CH2:23][CH2:22][CH2:21][CH2:20]2)=[O:18])[CH2:12][NH:11][C:10]1=[O:25])=O)(C)(C)C.Cl. Product: [NH2:8][C@H:9]1[CH2:15][CH2:14][C@@H:13]([O:16][C:17]([CH:19]2[CH2:24][CH2:23][CH2:22][CH2:21][CH2:20]2)=[O:18])[CH2:12][NH:11][C:10]1=[O:25]. The catalyst class is: 13. (5) Reactant: [O:1]=[C:2]1[N:6]([C:7]2[CH:15]=[CH:14][C:10]([C:11]([OH:13])=[O:12])=[CH:9][CH:8]=2)[N:5]=[C:4]2[C:16]3[CH:17]=[CH:18][CH:19]=[CH:20][C:21]=3[S:22][CH2:23][CH:3]12.C1(Cl)C(Cl)=C(Cl)C(=O)C(=O)C=1Cl.O. Product: [O:1]=[C:2]1[N:6]([C:7]2[CH:8]=[CH:9][C:10]([C:11]([OH:13])=[O:12])=[CH:14][CH:15]=2)[N:5]=[C:4]2[C:16]3[CH:17]=[CH:18][CH:19]=[CH:20][C:21]=3[S:22][CH:23]=[C:3]12. The catalyst class is: 16. (6) The catalyst class is: 6. Reactant: [F:1][C:2]1[CH:3]=[C:4]([CH2:19][N:20]2[CH2:25][CH2:24][NH:23][C@@H:22]([CH3:26])[CH2:21]2)[C:5]([CH3:18])=[C:6]([NH:8][C:9](=[O:17])[C:10]2[CH:15]=[CH:14][C:13]([CH3:16])=[N:12][CH:11]=2)[CH:7]=1.[CH:27]1([CH:30]([F:34])[C:31](O)=[O:32])[CH2:29][CH2:28]1.CN(C(ON1N=NC2C=CC=NC1=2)=[N+](C)C)C.F[P-](F)(F)(F)(F)F.C(N(C(C)C)C(C)C)C. Product: [CH:27]1([CH:30]([F:34])[C:31]([N:23]2[CH2:24][CH2:25][N:20]([CH2:19][C:4]3[C:5]([CH3:18])=[C:6]([NH:8][C:9](=[O:17])[C:10]4[CH:15]=[CH:14][C:13]([CH3:16])=[N:12][CH:11]=4)[CH:7]=[C:2]([F:1])[CH:3]=3)[CH2:21][C@@H:22]2[CH3:26])=[O:32])[CH2:29][CH2:28]1.